This data is from Forward reaction prediction with 1.9M reactions from USPTO patents (1976-2016). The task is: Predict the product of the given reaction. Given the reactants [F-].C([N+](CCCC)(CCCC)CCCC)CCC.[Si]([O:26][CH2:27][CH2:28][C:29]1[CH:34]=[CH:33][CH:32]=[CH:31][C:30]=1[C:35]1[N:39]=[C:38]([C@@H:40]2[CH2:44][CH2:43][CH2:42][N:41]2[C:45]([C:47]2[CH:52]=[C:51]([CH3:53])[CH:50]=[CH:49][C:48]=2[N:54]2[N:58]=[CH:57][CH:56]=[N:55]2)=[O:46])[O:37][N:36]=1)(C(C)(C)C)(C)C, predict the reaction product. The product is: [OH:26][CH2:27][CH2:28][C:29]1[CH:34]=[CH:33][CH:32]=[CH:31][C:30]=1[C:35]1[N:39]=[C:38]([C@@H:40]2[CH2:44][CH2:43][CH2:42][N:41]2[C:45]([C:47]2[CH:52]=[C:51]([CH3:53])[CH:50]=[CH:49][C:48]=2[N:54]2[N:58]=[CH:57][CH:56]=[N:55]2)=[O:46])[O:37][N:36]=1.